From a dataset of Catalyst prediction with 721,799 reactions and 888 catalyst types from USPTO. Predict which catalyst facilitates the given reaction. (1) Reactant: BrC[C:3]1[C:8]2[N:9]=[CH:10][S:11][C:7]=2[CH:6]=[CH:5][CH:4]=1.[N-]=[N+]=[N-].[Na+].CCOCC. Product: [S:11]1[C:7]2[CH:6]=[CH:5][CH:4]=[CH:3][C:8]=2[N:9]=[CH:10]1. The catalyst class is: 3. (2) Reactant: [CH3:1][N:2]1[C:7](=[O:8])[C:6]([N+:9]([O-:11])=[O:10])=[C:5]([CH3:12])[N:4]([CH2:13][CH2:14][CH3:15])[C:3]1=[O:16].[CH2:17]([O:19][C:20]1[CH:27]=[CH:26][CH:25]=[CH:24][C:21]=1[CH:22]=O)[CH3:18].N1CCCCC1. Product: [CH2:17]([O:19][C:20]1[CH:27]=[CH:26][CH:25]=[CH:24][C:21]=1/[CH:22]=[CH:12]/[C:5]1[N:4]([CH2:13][CH2:14][CH3:15])[C:3](=[O:16])[N:2]([CH3:1])[C:7](=[O:8])[C:6]=1[N+:9]([O-:11])=[O:10])[CH3:18]. The catalyst class is: 8.